This data is from Retrosynthesis with 50K atom-mapped reactions and 10 reaction types from USPTO. The task is: Predict the reactants needed to synthesize the given product. (1) The reactants are: CCCCn1c(=O)n(Cc2ccccc2F)c(=O)c2[nH]c(Cc3ccc(N)cc3)nc21.Cc1nn(C)c(Cl)c1S(=O)(=O)Cl. Given the product CCCCn1c(=O)n(Cc2ccccc2F)c(=O)c2[nH]c(Cc3ccc(NS(=O)(=O)c4c(C)nn(C)c4Cl)cc3)nc21, predict the reactants needed to synthesize it. (2) Given the product Cc1cc(OCc2ccccc2)cc(C)c1C=O, predict the reactants needed to synthesize it. The reactants are: BrCc1ccccc1.Cc1cc(O)cc(C)c1C=O. (3) Given the product C=CCCCCNC(=O)c1cnc(SCC)s1, predict the reactants needed to synthesize it. The reactants are: C=CCCCCN.CCSc1ncc(C(=O)O)s1. (4) Given the product COc1ccc(COc2cc(C#N)on2)cc1, predict the reactants needed to synthesize it. The reactants are: COc1ccc(COc2cc(C(N)=O)on2)cc1. (5) Given the product COC(=O)N1CCC(C(=O)O)CC1c1ccc(C(F)(F)F)nc1, predict the reactants needed to synthesize it. The reactants are: COC(=O)C1CCN(C(=O)OC)C(c2ccc(C(F)(F)F)nc2)C1. (6) Given the product COC(=O)c1ccc(Br)c(C(F)(F)F)c1, predict the reactants needed to synthesize it. The reactants are: CO.O=C(O)c1ccc(Br)c(C(F)(F)F)c1.